This data is from Catalyst prediction with 721,799 reactions and 888 catalyst types from USPTO. The task is: Predict which catalyst facilitates the given reaction. (1) Reactant: [C:1]1([CH:8]=[CH:7][C:5]([OH:6])=[CH:4][CH:3]=1)[OH:2].[OH-].[K+].Br[CH2:12][CH2:13][CH2:14][CH2:15][CH2:16][CH2:17][CH2:18][CH3:19].C(Cl)(Cl)Cl. Product: [CH2:12]([O:2][C:1]1[CH:8]=[CH:7][C:5]([O:6][CH2:12][CH2:13][CH2:14][CH2:15][CH2:16][CH2:17][CH2:18][CH3:19])=[CH:4][CH:3]=1)[CH2:13][CH2:14][CH2:15][CH2:16][CH2:17][CH2:18][CH3:19]. The catalyst class is: 40. (2) The catalyst class is: 3. Product: [C:1]([C:5]1[CH:10]=[CH:9][C:8]([S:11]([NH:14][C:15]2[CH:20]=[C:19]([F:21])[C:18]([Cl:22])=[CH:17][C:16]=2[C:23]2[N:27]([CH3:28])[C:26]([CH2:26][N:27]([CH3:28])[CH3:23])=[N:25][N:24]=2)(=[O:12])=[O:13])=[CH:7][CH:6]=1)([CH3:4])([CH3:2])[CH3:3]. Reactant: [C:1]([C:5]1[CH:10]=[CH:9][C:8]([S:11]([NH:14][C:15]2[CH:20]=[C:19]([F:21])[C:18]([Cl:22])=[CH:17][C:16]=2[C:23]2[N:27]([CH3:28])[CH:26]=[N:25][N:24]=2)(=[O:13])=[O:12])=[CH:7][CH:6]=1)([CH3:4])([CH3:3])[CH3:2]. (3) Reactant: CS(OC[CH2:7][C:8]1[CH:13]=[CH:12][C:11]([C:14]2[CH:19]=[CH:18][CH:17]=[C:16]([N:20]3[C:25]4[N:26]=[CH:27][C:28]([F:30])=[CH:29][C:24]=4[C:23](=[O:31])[N:22]([C@H:32]4[CH2:37][CH2:36][C@@H:35]([NH:38][C:39]([C:41]5[N:42]=[C:43]6[CH:48]=[CH:47][C:46]([F:49])=[CH:45][N:44]6[CH:50]=5)=[O:40])[CH2:34][CH2:33]4)[C:21]3=[O:51])[CH:15]=2)=[CH:10][CH:9]=1)(=O)=O.[CH3:52][NH:53][CH3:54].[C:55](=O)([O-])[O-].[K+].[K+].O. Product: [CH3:52][N:53]([CH3:55])[CH2:54][CH2:7][C:8]1[CH:13]=[CH:12][C:11]([C:14]2[CH:19]=[CH:18][CH:17]=[C:16]([N:20]3[C:25]4[N:26]=[CH:27][C:28]([F:30])=[CH:29][C:24]=4[C:23](=[O:31])[N:22]([C@@H:32]4[CH2:37][CH2:36][C@H:35]([NH:38][C:39]([C:41]5[N:42]=[C:43]6[CH:48]=[CH:47][C:46]([F:49])=[CH:45][N:44]6[CH:50]=5)=[O:40])[CH2:34][CH2:33]4)[C:21]3=[O:51])[CH:15]=2)=[CH:10][CH:9]=1. The catalyst class is: 10. (4) Reactant: [Br:1][CH2:2][C:3]1[S:7][C:6]2[CH:8]=[CH:9][C:10]([Cl:12])=[CH:11][C:5]=2[CH:4]=1.[C:13]1([P:19]([C:26]2[CH:31]=[CH:30][CH:29]=[CH:28][CH:27]=2)[C:20]2[CH:25]=[CH:24][CH:23]=[CH:22][CH:21]=2)[CH:18]=[CH:17][CH:16]=[CH:15][CH:14]=1. Product: [Br-:1].[Cl:12][C:10]1[CH:9]=[CH:8][C:6]2[S:7][C:3]([CH2:2][P+:19]([C:20]3[CH:21]=[CH:22][CH:23]=[CH:24][CH:25]=3)([C:26]3[CH:31]=[CH:30][CH:29]=[CH:28][CH:27]=3)[C:13]3[CH:14]=[CH:15][CH:16]=[CH:17][CH:18]=3)=[CH:4][C:5]=2[CH:11]=1. The catalyst class is: 113. (5) Reactant: [N:1]([C:4]([O:6][CH2:7][CH3:8])=[O:5])=[C:2]=[S:3].[NH:9]1[CH2:14][CH2:13][O:12][CH2:11][CH2:10]1. Product: [CH2:7]([O:6][C:4](=[O:5])[NH:1][C:2]([N:9]1[CH2:14][CH2:13][O:12][CH2:11][CH2:10]1)=[S:3])[CH3:8]. The catalyst class is: 1.